From a dataset of Reaction yield outcomes from USPTO patents with 853,638 reactions. Predict the reaction yield, written as a fraction of the theoretical maximum amount of product (1.0 means a 100% yield; for example, 0.34 means a 34% yield). (1) The reactants are [Cl:1][C:2]1[C:3]([O:12][CH3:13])=[C:4]([CH:7]=[CH:8][C:9]=1[O:10][CH3:11])[CH:5]=O.C(O)(=O)[CH2:15][C:16]([OH:18])=[O:17].N1CCCCC1. The catalyst is N1C=CC=CC=1. The product is [Cl:1][C:2]1[C:3]([O:12][CH3:13])=[C:4]([CH:5]=[CH:15][C:16]([OH:18])=[O:17])[CH:7]=[CH:8][C:9]=1[O:10][CH3:11]. The yield is 0.950. (2) The reactants are [NH:1]1[CH2:7][CH2:6][CH2:5][NH:4][CH2:3][CH2:2]1.Br[C:9]1[CH:14]=[CH:13][C:12]([Br:15])=[CH:11][N:10]=1.C(=O)([O-])[O-].[K+].[K+].O. The catalyst is CN(C)C=O. The product is [Br:15][C:12]1[CH:13]=[CH:14][C:9]([N:1]2[CH2:7][CH2:6][CH2:5][N:4]([C:9]3[CH:14]=[CH:13][C:12]([Br:15])=[CH:11][N:10]=3)[CH2:3][CH2:2]2)=[N:10][CH:11]=1. The yield is 0.660. (3) The reactants are [F:1][C:2]1[CH:16]=[C:15]([F:17])[CH:14]=[CH:13][C:3]=1[CH2:4][O:5][C:6]1[CH:11]=[CH:10][NH:9][C:8](=[O:12])[CH:7]=1.Br[C:19]1[CH:20]=[CH:21][C:22]2[C:23]3[CH2:33][CH2:32][N:31](C(OC(C)(C)C)=O)[CH2:30][CH2:29][C:24]=3[N:25]([CH3:28])[C:26]=2[CH:27]=1.OC1C=CC=C2C=1N=CC=C2.C([O-])([O-])=O.[Cs+].[Cs+].[ClH:58]. The catalyst is CS(C)=O.CCOCC.C(Cl)Cl.[Cu]I. The product is [ClH:58].[F:1][C:2]1[CH:16]=[C:15]([F:17])[CH:14]=[CH:13][C:3]=1[CH2:4][O:5][C:6]1[CH:11]=[CH:10][N:9]([C:19]2[CH:20]=[CH:21][C:22]3[C:23]4[CH2:33][CH2:32][NH:31][CH2:30][CH2:29][C:24]=4[N:25]([CH3:28])[C:26]=3[CH:27]=2)[C:8](=[O:12])[CH:7]=1. The yield is 0.480. (4) The reactants are [H-].[Na+].[OH:3][C:4]1[CH:9]=[CH:8][C:7]([N:10]2[C:15](=[O:16])[C:14]([CH2:17][C:18]3[CH:23]=[CH:22][C:21]([C:24]4[C:25]([C:30]#[N:31])=[CH:26][CH:27]=[CH:28][CH:29]=4)=[CH:20][CH:19]=3)=[C:13]([CH2:32][CH2:33][CH3:34])[N:12]3[N:35]=[CH:36][N:37]=[C:11]23)=[CH:6][CH:5]=1.[CH3:38][C:39]1([CH3:42])[CH2:41][O:40]1.Cl. The catalyst is CN(C=O)C. The product is [OH:40][C:39]([CH3:42])([CH3:41])[CH2:38][O:3][C:4]1[CH:9]=[CH:8][C:7]([N:10]2[C:15](=[O:16])[C:14]([CH2:17][C:18]3[CH:23]=[CH:22][C:21]([C:24]4[C:25]([C:30]#[N:31])=[CH:26][CH:27]=[CH:28][CH:29]=4)=[CH:20][CH:19]=3)=[C:13]([CH2:32][CH2:33][CH3:34])[N:12]3[N:35]=[CH:36][N:37]=[C:11]23)=[CH:6][CH:5]=1. The yield is 0.610. (5) The reactants are [CH2:1]=[C:2]([C@@H:4]1[CH2:9][CH2:8][C:7]([CH:10]=[O:11])=[CH:6][CH2:5]1)[CH3:3].[N+:12]([CH:14](S(C1C=CC(C)=CC=1)(=O)=O)[CH3:15])#[C-:13].C([O-])([O-])=O.[K+].[K+]. The catalyst is CO. The product is [CH3:15][C:14]1[N:12]=[CH:13][O:11][C:10]=1[C:7]1[CH2:8][CH2:9][C@@H:4]([C:2]([CH3:3])=[CH2:1])[CH2:5][CH:6]=1. The yield is 0.700. (6) The reactants are [OH:1][C:2]1[CH:3]=[C:4]([C:12]([CH3:15])([CH3:14])O)[CH:5]=[C:6]([C:8]([CH3:11])([CH3:10])O)[CH:7]=1. The catalyst is C(O)C.Cl.[C].[Pd]. The product is [CH:8]([C:6]1[CH:7]=[C:2]([OH:1])[CH:3]=[C:4]([CH:12]([CH3:15])[CH3:14])[CH:5]=1)([CH3:11])[CH3:10]. The yield is 0.973. (7) The reactants are N1C=CN=C1.[Si:6](Cl)([C:9]([CH3:12])([CH3:11])[CH3:10])([CH3:8])[CH3:7].[C:14]([O:25][CH2:26]C)(=[O:24])[C:15]1[CH:23]=[CH:22][C:20]([OH:21])=[C:17]([O:18][CH3:19])[CH:16]=1. The catalyst is CN(C)C=O. The product is [CH3:26][O:25][C:14](=[O:24])[C:15]1[CH:23]=[CH:22][C:20]([O:21][Si:6]([C:9]([CH3:12])([CH3:11])[CH3:10])([CH3:8])[CH3:7])=[C:17]([O:18][CH3:19])[CH:16]=1. The yield is 1.00. (8) The yield is 0.700. The catalyst is O1CCOCC1.[Pd](Cl)Cl.C1(P(C2C=CC=CC=2)[C-]2C=CC=C2)C=CC=CC=1.[C-]1(P(C2C=CC=CC=2)C2C=CC=CC=2)C=CC=C1.[Fe+2]. The product is [O:39]1[C:43]2[CH:44]=[CH:45][CH:46]=[CH:47][C:42]=2[CH:41]=[C:40]1[C:2]1[N:7]=[C:6]([C:8]2[NH:16][C:15]3[C:14]4([CH2:21][CH2:20][N:19]([C:22]([O:24][C:25]([CH3:28])([CH3:27])[CH3:26])=[O:23])[CH2:18][CH2:17]4)[CH2:13][N:12]([CH2:29][C:30]4[CH:35]=[CH:34][C:33]([O:36][CH3:37])=[CH:32][CH:31]=4)[C:11](=[O:38])[C:10]=3[CH:9]=2)[CH:5]=[CH:4][N:3]=1. The reactants are Cl[C:2]1[N:7]=[C:6]([C:8]2[NH:16][C:15]3[C:14]4([CH2:21][CH2:20][N:19]([C:22]([O:24][C:25]([CH3:28])([CH3:27])[CH3:26])=[O:23])[CH2:18][CH2:17]4)[CH2:13][N:12]([CH2:29][C:30]4[CH:35]=[CH:34][C:33]([O:36][CH3:37])=[CH:32][CH:31]=4)[C:11](=[O:38])[C:10]=3[CH:9]=2)[CH:5]=[CH:4][N:3]=1.[O:39]1[C:43]2[CH:44]=[CH:45][CH:46]=[CH:47][C:42]=2[CH:41]=[C:40]1B(O)O. (9) The reactants are Cl[C:2]1[C:7]([F:8])=[CH:6][CH:5]=[CH:4][N:3]=1.[NH:9]1[CH2:14][CH2:13][NH:12][CH2:11][CH2:10]1. The catalyst is C(O)CCC. The product is [F:8][C:7]1[C:2]([N:9]2[CH2:14][CH2:13][NH:12][CH2:11][CH2:10]2)=[N:3][CH:4]=[CH:5][CH:6]=1. The yield is 0.730.